From a dataset of Reaction yield outcomes from USPTO patents with 853,638 reactions. Predict the reaction yield, written as a fraction of the theoretical maximum amount of product (1.0 means a 100% yield; for example, 0.34 means a 34% yield). (1) The reactants are [Br:1][C:2]1[CH:3]=[C:4]([C:8]2[CH:16]=[CH:15][CH:14]=[C:13]3[C:9]=2[CH2:10][C:11](=[O:17])[NH:12]3)[CH:5]=[CH:6][CH:7]=1.[CH2:18]([N:20]([CH2:34][CH3:35])[CH2:21][CH2:22][NH:23][C:24]([C:26]1[NH:27][C:28]([CH:32]=O)=[C:29]([CH3:31])[CH:30]=1)=[O:25])[CH3:19]. The catalyst is C(O)C.N1CCCCC1. The product is [CH2:34]([N:20]([CH2:18][CH3:19])[CH2:21][CH2:22][NH:23][C:24]([C:26]1[NH:27][C:28]([CH:32]=[C:10]2[C:9]3[C:13](=[CH:14][CH:15]=[CH:16][C:8]=3[C:4]3[CH:5]=[CH:6][CH:7]=[C:2]([Br:1])[CH:3]=3)[NH:12][C:11]2=[O:17])=[C:29]([CH3:31])[CH:30]=1)=[O:25])[CH3:35]. The yield is 0.350. (2) The yield is 0.540. The reactants are [NH2:1][C:2]1[CH:10]=[C:9]2[C:5]([C:6](O)([C:12]([F:15])([F:14])[F:13])[C:7](=O)[NH:8]2)=[CH:4][CH:3]=1.B.C1COCC1. The product is [F:15][C:12]([F:13])([F:14])[C:6]1[C:5]2[C:9](=[CH:10][C:2]([NH2:1])=[CH:3][CH:4]=2)[NH:8][CH:7]=1. The catalyst is C1COCC1.CN(C=O)C. (3) The reactants are C=O.[CH3:3][NH:4][CH3:5].[Cl:6][C:7]1[CH:8]=[C:9]2[C:13](=[CH:14][CH:15]=1)[NH:12][CH:11]=[CH:10]2.[C:16]([O-])(O)=O.[Na+].[OH-].[Na+]. The catalyst is CCO.CC(O)=O. The product is [Cl:6][C:7]1[CH:8]=[C:9]2[C:5](=[CH:14][CH:15]=1)[NH:4][CH:3]=[C:10]2[CH2:11][N:12]([CH3:16])[CH3:13]. The yield is 0.850.